This data is from Catalyst prediction with 721,799 reactions and 888 catalyst types from USPTO. The task is: Predict which catalyst facilitates the given reaction. (1) Reactant: [Cl:1][C:2]1[CH:3]=[C:4]([C@@H:12]([CH2:16][CH:17]2[CH2:21][CH2:20][CH2:19][CH2:18]2)[C:13]([OH:15])=O)[CH:5]=[CH:6][C:7]=1[S:8]([CH3:11])(=[O:10])=[O:9].C(Cl)(=O)C(Cl)=O.[CH3:28][O:29][C:30]([C:32]1[CH:37]=[N:36][C:35]([NH2:38])=[CH:34][N:33]=1)=[O:31].N1C=CC=CC=1. Product: [CH3:28][O:29][C:30]([C:32]1[CH:37]=[N:36][C:35]([NH:38][C:13](=[O:15])[C@@H:12]([C:4]2[CH:5]=[CH:6][C:7]([S:8]([CH3:11])(=[O:9])=[O:10])=[C:2]([Cl:1])[CH:3]=2)[CH2:16][CH:17]2[CH2:21][CH2:20][CH2:19][CH2:18]2)=[CH:34][N:33]=1)=[O:31]. The catalyst class is: 306. (2) Reactant: Cl[C:2]1[N:7]=[C:6]([C:8]2[N:12]([CH3:13])[C:11]([CH3:14])=[N:10][CH:9]=2)[C:5]([F:15])=[CH:4][N:3]=1.[CH3:16][O:17][C:18](=[O:26])[C:19]1[CH:24]=[CH:23][CH:22]=[C:21]([NH2:25])[CH:20]=1.C([O-])([O-])=O.[Cs+].[Cs+].CC(C1C=C(C(C)C)C(C2C=CC=CC=2P(C2CCCCC2)C2CCCCC2)=C(C(C)C)C=1)C. Product: [CH3:13][N:12]1[C:8]([C:6]2[C:5]([F:15])=[CH:4][N:3]=[C:2]([NH:25][C:21]3[CH:20]=[C:19]([CH:24]=[CH:23][CH:22]=3)[C:18]([O:17][CH3:16])=[O:26])[N:7]=2)=[CH:9][N:10]=[C:11]1[CH3:14]. The catalyst class is: 62. (3) Reactant: [CH3:1][NH:2][NH2:3].C(N(CC)CC)C.[CH2:11]([O:13][C:14](=[O:22])[C:15]([C:20]#[N:21])=[CH:16]OCC)[CH3:12]. Product: [CH2:11]([O:13][C:14]([C:15]1[CH:16]=[N:3][N:2]([CH3:1])[C:20]=1[NH2:21])=[O:22])[CH3:12]. The catalyst class is: 8. (4) Reactant: [CH:1]([Si:4]([CH:18]([CH3:20])[CH3:19])([CH:15]([CH3:17])[CH3:16])[O:5][C:6]1[CH:14]=[CH:13][CH:12]=[C:11]2[C:7]=1[CH:8]=[CH:9][NH:10]2)([CH3:3])[CH3:2].[C:21]1(=O)[CH2:25][CH2:24][CH2:23][CH2:22]1. Product: [C:21]1([C:9]2[NH:10][C:11]3[CH:12]=[CH:13][CH:14]=[C:6]([OH:5])[C:7]=3[CH:8]=2)[CH2:25][CH2:24][CH2:23][CH:22]=1.[C:21]1([C:9]2[NH:10][C:11]3[C:7]([CH:8]=2)=[C:6]([O:5][Si:4]([CH:1]([CH3:3])[CH3:2])([CH:15]([CH3:17])[CH3:16])[CH:18]([CH3:20])[CH3:19])[CH:14]=[CH:13][CH:12]=3)[CH2:25][CH2:24][CH2:23][CH:22]=1. The catalyst class is: 52. (5) Reactant: O.[NH2:2][NH2:3].C([O:6][C:7]([C:9]1[S:26][C:12]2[N:13]=[C:14]([NH2:25])[N:15]=[C:16]([C:17]3[CH:22]=[CH:21][C:20]([Cl:23])=[CH:19][C:18]=3[Cl:24])[C:11]=2[CH:10]=1)=O)C. Product: [NH2:25][C:14]1[N:15]=[C:16]([C:17]2[CH:22]=[CH:21][C:20]([Cl:23])=[CH:19][C:18]=2[Cl:24])[C:11]2[CH:10]=[C:9]([C:7]([NH:2][NH2:3])=[O:6])[S:26][C:12]=2[N:13]=1. The catalyst class is: 8. (6) Reactant: [OH:1][CH2:2][C@@H:3]([NH:5][C:6](=[O:12])[O:7][C:8]([CH3:11])([CH3:10])[CH3:9])[CH3:4].O[N:14]1[C:18](=[O:19])[C:17]2=[CH:20][CH:21]=[CH:22][CH:23]=[C:16]2[C:15]1=[O:24].C1(P(C2C=CC=CC=2)C2C=CC=CC=2)C=CC=CC=1.CC(OC(/N=N/C(OC(C)C)=O)=O)C. Product: [O:24]=[C:15]1[C:16]2[C:17](=[CH:20][CH:21]=[CH:22][CH:23]=2)[C:18](=[O:19])[N:14]1[O:1][CH2:2][C@@H:3]([NH:5][C:6](=[O:12])[O:7][C:8]([CH3:11])([CH3:10])[CH3:9])[CH3:4]. The catalyst class is: 1. (7) Reactant: [CH3:1][O:2][C:3]1[C:8]([C:9]#[C:10][C:11]2[CH:12]=[N:13][C:14]([NH2:17])=[N:15][CH:16]=2)=[CH:7][CH:6]=[CH:5][C:4]=1[N+:18]([O-])=O.O.CO.CCOC(C)=O.C(=O)([O-])[O-].[K+].[K+]. Product: [NH2:18][C:4]1[CH:5]=[CH:6][CH:7]=[C:8]([C:9]#[C:10][C:11]2[CH:16]=[N:15][C:14]([NH2:17])=[N:13][CH:12]=2)[C:3]=1[O:2][CH3:1]. The catalyst class is: 180.